Dataset: Reaction yield outcomes from USPTO patents with 853,638 reactions. Task: Predict the reaction yield, written as a fraction of the theoretical maximum amount of product (1.0 means a 100% yield; for example, 0.34 means a 34% yield). The reactants are [NH2:1][C:2]1[CH:3]=[C:4]2[C:9](=[CH:10][CH:11]=1)[N:8]=[CH:7][NH:6][C:5]2=[O:12].[N:13]([O-])=O.[Na+].O.O.Cl[Sn]Cl.[CH3:22][C:23]([CH3:30])([CH3:29])[C:24](=O)[CH2:25][C:26]#[N:27]. The catalyst is Cl.O.CCO. The product is [NH2:27][C:26]1[N:1]([C:2]2[CH:3]=[C:4]3[C:9](=[CH:10][CH:11]=2)[N:8]=[CH:7][NH:6][C:5]3=[O:12])[N:13]=[C:24]([C:23]([CH3:30])([CH3:29])[CH3:22])[CH:25]=1. The yield is 0.220.